This data is from Full USPTO retrosynthesis dataset with 1.9M reactions from patents (1976-2016). The task is: Predict the reactants needed to synthesize the given product. The reactants are: [S:1]1[CH:5]=[CH:4][CH:3]=[C:2]1[CH2:6][C:7]([OH:9])=O.C1C=NC2N(O)N=NC=2C=1.CCN(C(C)C)C(C)C.[CH3:29][O:30][C:31](=[O:47])[C:32]1[CH:37]=[CH:36][C:35]([NH:38][C@@H:39]2[CH2:44][CH2:43][CH2:42][CH2:41][C@H:40]2[CH3:45])=[C:34]([NH2:46])[CH:33]=1.Cl. Given the product [CH3:29][O:30][C:31](=[O:47])[C:32]1[CH:37]=[CH:36][C:35]([NH:38][C@@H:39]2[CH2:44][CH2:43][CH2:42][CH2:41][C@H:40]2[CH3:45])=[C:34]([NH:46][C:7](=[O:9])[CH2:6][C:2]2[S:1][CH:5]=[CH:4][CH:3]=2)[CH:33]=1, predict the reactants needed to synthesize it.